Task: Predict the reactants needed to synthesize the given product.. Dataset: Full USPTO retrosynthesis dataset with 1.9M reactions from patents (1976-2016) (1) Given the product [Br:1][C:2]1[C:3]([N:12]2[CH2:17][CH2:16][N:15]([CH2:18][C:19]3[CH:23]=[C:22]([CH3:24])[O:21][N:20]=3)[CH2:14][CH2:13]2)=[C:4]2[N:9]=[C:34]([C:33]3[CH:36]=[CH:37][C:30]([O:29][CH3:28])=[CH:31][CH:32]=3)[NH:8][C:5]2=[N:6][CH:7]=1, predict the reactants needed to synthesize it. The reactants are: [Br:1][C:2]1[C:3]([N:12]2[CH2:17][CH2:16][N:15]([CH2:18][C:19]3[CH:23]=[C:22]([CH3:24])[O:21][N:20]=3)[CH2:14][CH2:13]2)=[C:4]([N+:9]([O-])=O)[C:5]([NH2:8])=[N:6][CH:7]=1.CCO.[CH3:28][O:29][C:30]1[CH:37]=[CH:36][C:33]([CH:34]=O)=[CH:32][CH:31]=1.[O-]S(S([O-])=O)=O.[Na+].[Na+]. (2) Given the product [C:1]([O:5][C:6]([N:8]([O:31][C:32]([O:34][C:35]([CH3:38])([CH3:37])[CH3:36])=[O:33])[C:9]1([C:26](=[N:28][O:29][CH3:30])[CH3:27])[C:13](=[O:14])[N:12]([CH3:15])[N:11]=[C:10]1[C:16]1[CH:17]=[CH:18][C:19]([C:20]([OH:22])=[O:21])=[CH:24][CH:25]=1)=[O:7])([CH3:4])([CH3:2])[CH3:3], predict the reactants needed to synthesize it. The reactants are: [C:1]([O:5][C:6]([N:8]([O:31][C:32]([O:34][C:35]([CH3:38])([CH3:37])[CH3:36])=[O:33])[C:9]1([C:26](=[N:28][O:29][CH3:30])[CH3:27])[C:13](=[O:14])[N:12]([CH3:15])[N:11]=[C:10]1[C:16]1[CH:25]=[CH:24][C:19]([C:20]([O:22]C)=[O:21])=[CH:18][CH:17]=1)=[O:7])([CH3:4])([CH3:3])[CH3:2].[OH-].[Li+]. (3) Given the product [C:22]([NH:1][C:2]1[C:3]([O:13][CH3:14])=[CH:4][C:5]([Cl:12])=[C:6]([CH:11]=1)[C:7]([O:9][CH3:10])=[O:8])(=[O:24])[CH3:23], predict the reactants needed to synthesize it. The reactants are: [NH2:1][C:2]1[C:3]([O:13][CH3:14])=[CH:4][C:5]([Cl:12])=[C:6]([CH:11]=1)[C:7]([O:9][CH3:10])=[O:8].CCN(CC)CC.[C:22](Cl)(=[O:24])[CH3:23]. (4) Given the product [CH2:13]1[C:22]2[C:21]3[C:20]([CH:19]=[CH:18][C:17]=2[CH:16]=[CH:15][CH2:14]1)=[N:11][C:1]1[C:2]=3[CH2:3][CH:4]=[C:5]2[CH:6]=[CH:7][CH:8]=[CH:9][C:10]2=1, predict the reactants needed to synthesize it. The reactants are: [C:1]1([NH:11]N)[C:10]2[C:5](=[CH:6][CH:7]=[CH:8][CH:9]=2)[CH:4]=[CH:3][CH:2]=1.[CH2:13]1[C:22]2[C:17](=[CH:18][CH:19]=[CH:20][CH:21]=2)[CH2:16][CH2:15][C:14]1=O.Cl. (5) Given the product [CH3:1][C:2]1[CH:6]=[C:5]([NH:7][C:8]2[N:9]=[C:10]([NH:17][C@@H:18]3[CH2:22][CH2:21][N:20]([C:30](=[O:33])[CH:31]=[CH2:32])[CH2:19]3)[C:11]3[S:16][CH:15]=[CH:14][C:12]=3[N:13]=2)[S:4][N:3]=1, predict the reactants needed to synthesize it. The reactants are: [CH3:1][C:2]1[CH:6]=[C:5]([NH:7][C:8]2[N:9]=[C:10]([NH:17][C@@H:18]3[CH2:22][CH2:21][NH:20][CH2:19]3)[C:11]3[S:16][CH:15]=[CH:14][C:12]=3[N:13]=2)[S:4][N:3]=1.C(N(CC)CC)C.[C:30](Cl)(=[O:33])[CH:31]=[CH2:32].